This data is from Reaction yield outcomes from USPTO patents with 853,638 reactions. The task is: Predict the reaction yield, written as a fraction of the theoretical maximum amount of product (1.0 means a 100% yield; for example, 0.34 means a 34% yield). (1) The reactants are C(OC([N:8]1[CH2:13][CH2:12][CH:11]([N:14]2[C:18]3=[N:19][C:20]([N:23]([CH3:25])[CH3:24])=[CH:21][CH:22]=[C:17]3[N:16]([CH3:26])[C:15]2=[O:27])[CH2:10][CH2:9]1)=O)(C)(C)C.C(O)(C(F)(F)F)=O. The catalyst is C(Cl)Cl. The product is [CH3:24][N:23]([CH3:25])[C:20]1[N:19]=[C:18]2[N:14]([CH:11]3[CH2:12][CH2:13][NH:8][CH2:9][CH2:10]3)[C:15](=[O:27])[N:16]([CH3:26])[C:17]2=[CH:22][CH:21]=1. The yield is 0.960. (2) The reactants are [F:1][C:2]1[CH:7]=[CH:6][C:5]([O:8][C:9](=[O:43])[N:10]([C@H:13]2[C@H:17]([C:18]3[CH:23]=[CH:22][C:21]([Cl:24])=[C:20]([F:25])[CH:19]=3)[CH2:16][N:15]([C:26]([CH:28]3[CH2:33][CH2:32][N:31]([C:34]4[CH:39]=[CH:38][C:37]([C:40](=[O:42])[CH3:41])=[CH:36][N:35]=4)[CH2:30][CH2:29]3)=[O:27])[CH2:14]2)[CH2:11][CH3:12])=[CH:4][CH:3]=1.[CH3:44][Mg]I. No catalyst specified. The product is [F:1][C:2]1[CH:7]=[CH:6][C:5]([O:8][C:9](=[O:43])[N:10]([C@H:13]2[C@H:17]([C:18]3[CH:23]=[CH:22][C:21]([Cl:24])=[C:20]([F:25])[CH:19]=3)[CH2:16][N:15]([C:26]([CH:28]3[CH2:29][CH2:30][N:31]([C:34]4[CH:39]=[CH:38][C:37]([C:40]([OH:42])([CH3:44])[CH3:41])=[CH:36][N:35]=4)[CH2:32][CH2:33]3)=[O:27])[CH2:14]2)[CH2:11][CH3:12])=[CH:4][CH:3]=1. The yield is 0.130. (3) The reactants are [F:1][C:2]1[CH:13]=[CH:12][C:5]2[NH:6][C:7](=[O:11])[O:8][C:9](=[O:10])[C:4]=2[CH:3]=1.[H-].[Na+].[CH3:16]I. The catalyst is CN(C=O)C. The product is [F:1][C:2]1[CH:13]=[CH:12][C:5]2[N:6]([CH3:16])[C:7](=[O:11])[O:8][C:9](=[O:10])[C:4]=2[CH:3]=1. The yield is 0.570.